The task is: Predict the reaction yield, written as a fraction of the theoretical maximum amount of product (1.0 means a 100% yield; for example, 0.34 means a 34% yield).. This data is from Reaction yield outcomes from USPTO patents with 853,638 reactions. (1) The reactants are [C:1]1([NH:7][CH2:8][CH2:9][NH2:10])[CH:6]=[CH:5][CH:4]=[CH:3][CH:2]=1.[C:11](O[C:11](=[O:15])[C:12]([CH3:14])=[CH2:13])(=[O:15])[C:12]([CH3:14])=[CH2:13].[K+].[Br-]. The catalyst is CO. The product is [C:11]([NH:10][CH2:9][CH2:8][NH:7][C:1]1[CH:6]=[CH:5][CH:4]=[CH:3][CH:2]=1)(=[O:15])[C:12]([CH3:14])=[CH2:13]. The yield is 0.990. (2) The reactants are Cl[CH2:2][C:3]([NH:5][C:6]1[CH:11]=[C:10]([N+:12]([O-:14])=[O:13])[CH:9]=[CH:8][C:7]=1[O:15][C:16]([F:19])([F:18])[F:17])=[O:4].[NH:20]1[CH2:25][CH2:24][O:23][CH2:22][CH2:21]1.C(N(CC)CC)C.[I-].[K+]. The catalyst is CN(C=O)C. The product is [N:20]1([CH2:2][C:3]([NH:5][C:6]2[CH:11]=[C:10]([N+:12]([O-:14])=[O:13])[CH:9]=[CH:8][C:7]=2[O:15][C:16]([F:19])([F:18])[F:17])=[O:4])[CH2:25][CH2:24][O:23][CH2:22][CH2:21]1. The yield is 0.830. (3) The reactants are [OH:1][C:2]1[CH:7]=[C:6]([CH3:8])[CH:5]=[CH:4][C:3]=1[NH:9][C:10]1[O:11][CH2:12][C:13](=[O:20])[C:14]=1[C:15]([O:17][CH2:18][CH3:19])=[O:16].[NH:21]1[C:29]2[C:24](=[CH:25][CH:26]=[CH:27][N:28]=2)[C:23]([CH:30]=O)=[CH:22]1.[OH-].[Na+]. The catalyst is C(O)C.Cl. The product is [NH:21]1[C:29]2=[N:28][CH:27]=[CH:26][CH:25]=[C:24]2[C:23]([CH:30]=[C:12]2[O:11][C:10]([NH:9][C:3]3[CH:4]=[CH:5][C:6]([CH3:8])=[CH:7][C:2]=3[OH:1])=[C:14]([C:15]([O:17][CH2:18][CH3:19])=[O:16])[C:13]2=[O:20])=[CH:22]1. The yield is 0.180. (4) The reactants are [Cl:1][CH2:2][C:3](Cl)=[O:4].[NH2:6][C:7]1[CH:15]=[CH:14][CH:13]=[C:12]2[C:8]=1[C:9](=[O:26])[N:10]([C@@:17]1([CH3:25])[CH2:22][CH2:21][C:20](=[O:23])[NH:19][C:18]1=[O:24])[C:11]2=[O:16]. The catalyst is C1COCC1. The product is [Cl:1][CH2:2][C:3]([NH:6][C:7]1[CH:15]=[CH:14][CH:13]=[C:12]2[C:8]=1[C:9](=[O:26])[N:10]([C@@:17]1([CH3:25])[CH2:22][CH2:21][C:20](=[O:23])[NH:19][C:18]1=[O:24])[C:11]2=[O:16])=[O:4]. The yield is 1.00. (5) The reactants are [Br:1][C:2]1[CH:10]=[CH:9][C:5]([C:6]([OH:8])=O)=[C:4]([CH3:11])[CH:3]=1.[CH:12]1([NH2:15])[CH2:14][CH2:13]1.C(Cl)CCl. The catalyst is ClCCl. The product is [Br:1][C:2]1[CH:10]=[CH:9][C:5]([C:6]([NH:15][CH:12]2[CH2:14][CH2:13]2)=[O:8])=[C:4]([CH3:11])[CH:3]=1. The yield is 0.730. (6) The reactants are C([O-])([O-])=O.[K+].[K+].[N+:7]([C:10]1[CH:15]=[CH:14][CH:13]=[CH:12][C:11]=1B(O)O)([O-:9])=[O:8].[CH2:19](Br)[C:20]1[CH:25]=[CH:24][CH:23]=[CH:22][CH:21]=1. The catalyst is C1C=CC([P]([Pd]([P](C2C=CC=CC=2)(C2C=CC=CC=2)C2C=CC=CC=2)([P](C2C=CC=CC=2)(C2C=CC=CC=2)C2C=CC=CC=2)[P](C2C=CC=CC=2)(C2C=CC=CC=2)C2C=CC=CC=2)(C2C=CC=CC=2)C2C=CC=CC=2)=CC=1.C1COCC1. The product is [CH2:19]([C:11]1[CH:12]=[CH:13][CH:14]=[CH:15][C:10]=1[N+:7]([O-:9])=[O:8])[C:20]1[CH:25]=[CH:24][CH:23]=[CH:22][CH:21]=1. The yield is 0.330. (7) The reactants are F.F.F.C(N(CC)CC)C.[Si]([O:28][CH2:29][C@H:30]1[O:34][C@@H:33]([N:35]2[CH:42]=[C:41]([CH3:43])[C:39](=[O:40])[NH:38][C:36]2=[O:37])[C@H:32]([O:44][CH2:45][CH2:46][O:47][N:48]([CH3:50])[CH3:49])[C@@H:31]1[OH:51])(C(C)(C)C)(C1C=CC=CC=1)C1C=CC=CC=1.CO. The catalyst is C1COCC1.C(Cl)Cl. The product is [CH3:49][N:48]([CH3:50])[O:47][CH2:46][CH2:45][O:44][C@@H:32]1[C@H:31]([OH:51])[C@@H:30]([CH2:29][OH:28])[O:34][C@H:33]1[N:35]1[CH:42]=[C:41]([CH3:43])[C:39](=[O:40])[NH:38][C:36]1=[O:37]. The yield is 0.925. (8) The reactants are [NH2:1][C:2]1[C:20]([C:21]2[CH:26]=[CH:25][CH:24]=[CH:23][N:22]=2)=[C:5]2[NH:6][C:7]([C:11]3[CH:19]=[CH:18][C:14]4[O:15][CH2:16][O:17][C:13]=4[CH:12]=3)=[CH:8][C:9](=[O:10])[N:4]2[N:3]=1.C(N(CC)CC)C.[C:34](Cl)(=[O:38])[CH:35]([CH3:37])[CH3:36]. The catalyst is C1COCC1. The product is [O:15]1[C:14]2[CH:18]=[CH:19][C:11]([C:7]3[NH:6][C:5]4[N:4]([N:3]=[C:2]([NH:1][C:34](=[O:38])[CH:35]([CH3:37])[CH3:36])[C:20]=4[C:21]4[CH:26]=[CH:25][CH:24]=[CH:23][N:22]=4)[C:9](=[O:10])[CH:8]=3)=[CH:12][C:13]=2[O:17][CH2:16]1. The yield is 0.0700.